The task is: Binary Classification. Given a drug SMILES string, predict its activity (active/inactive) in a high-throughput screening assay against a specified biological target.. This data is from Cav3 T-type calcium channel HTS with 100,875 compounds. (1) The drug is S(=O)(=O)(N1CC(CCC1)C(=O)NCc1ccc(OC)cc1)c1c([nH]nc1C)C. The result is 0 (inactive). (2) The molecule is S(=O)(=O)(N1CCC(CC1)C(OCC(=O)c1oc2c(c1)cccc2)=O)c1sccc1. The result is 0 (inactive).